From a dataset of Forward reaction prediction with 1.9M reactions from USPTO patents (1976-2016). Predict the product of the given reaction. (1) Given the reactants [CH3:1][O:2][C:3]1[CH:11]=[CH:10][C:6]([C:7]([OH:9])=O)=[CH:5][C:4]=1/[CH:12]=[CH:13]/[C:14]1[CH:19]=[CH:18][C:17]([O:20][C:21]([F:24])([F:23])[F:22])=[CH:16][CH:15]=1.Cl.[CH2:26]([NH2:28])[CH3:27], predict the reaction product. The product is: [CH2:26]([NH:28][C:7](=[O:9])[C:6]1[CH:10]=[CH:11][C:3]([O:2][CH3:1])=[C:4](/[CH:12]=[CH:13]/[C:14]2[CH:15]=[CH:16][C:17]([O:20][C:21]([F:22])([F:24])[F:23])=[CH:18][CH:19]=2)[CH:5]=1)[CH3:27]. (2) The product is: [F:1][C:2]1[CH:7]=[CH:6][C:5]([C:8]2[C:9](=[O:10])[NH:11][CH2:12][CH2:13][C:14]=2[CH3:15])=[CH:4][CH:3]=1. Given the reactants [F:1][C:2]1[CH:7]=[CH:6][C:5]([CH2:8][C:9]([NH:11][CH2:12][CH2:13][C:14](=O)[CH3:15])=[O:10])=[CH:4][CH:3]=1.[O-]CC.[Na+].C(O)C, predict the reaction product. (3) Given the reactants FC(F)(F)C([N:5]1[CH2:9][CH2:8][CH2:7][C@@H:6]1[C:10]([NH:12][C:13]1[CH:14]=[C:15]([C:19]2[N:28]=[C:27]([NH:29][C:30]3[CH:31]=[C:32]4[C:36](=[CH:37][CH:38]=3)[N:35]([C:39]([O:41][C:42]([CH3:45])([CH3:44])[CH3:43])=[O:40])[N:34]=[CH:33]4)[C:26]3[C:21](=[CH:22][CH:23]=[CH:24][CH:25]=3)[N:20]=2)[CH:16]=[CH:17][CH:18]=1)=[O:11])=O.C([O-])([O-])=O.[K+].[K+], predict the reaction product. The product is: [NH:5]1[CH2:9][CH2:8][CH2:7][C@@H:6]1[C:10]([NH:12][C:13]1[CH:14]=[C:15]([C:19]2[N:28]=[C:27]([NH:29][C:30]3[CH:31]=[C:32]4[C:36](=[CH:37][CH:38]=3)[N:35]([C:39]([O:41][C:42]([CH3:45])([CH3:44])[CH3:43])=[O:40])[N:34]=[CH:33]4)[C:26]3[C:21](=[CH:22][CH:23]=[CH:24][CH:25]=3)[N:20]=2)[CH:16]=[CH:17][CH:18]=1)=[O:11]. (4) Given the reactants [CH2:1]([O:8][C:9]([N:11]1[CH2:16][CH2:15][N:14]([C:17]2[CH:22]=[CH:21][C:20]([N+:23]([O-])=O)=[C:19]([N:26]3[CH2:31][CH2:30][CH:29]([CH3:32])[CH2:28][CH2:27]3)[CH:18]=2)[CH2:13][CH2:12]1)=[O:10])[C:2]1[CH:7]=[CH:6][CH:5]=[CH:4][CH:3]=1.[Cl-].[NH4+:34].[CH3:35][CH2:36][O:37][C:38]([CH3:40])=O.ClCCl.[CH3:44][CH2:45]O.[OH2:47], predict the reaction product. The product is: [CH2:1]([O:8][C:9]([N:11]1[CH2:16][CH2:15][N:14]([C:17]2[CH:22]=[CH:21][C:20]([NH:23][C:35]([C:36]3[O:37][C:38]([C:40]#[N:34])=[CH:44][CH:45]=3)=[O:47])=[C:19]([N:26]3[CH2:31][CH2:30][CH:29]([CH3:32])[CH2:28][CH2:27]3)[CH:18]=2)[CH2:13][CH2:12]1)=[O:10])[C:2]1[CH:7]=[CH:6][CH:5]=[CH:4][CH:3]=1. (5) Given the reactants [F:1][C:2]1[CH:3]=[C:4]([C:33]([F:36])([F:35])[F:34])[CH:5]=[C:6]([C:8]2[O:9][CH:10]=[C:11]([CH2:13][O:14][C:15]3[CH:24]=[C:23]4[C:18]([C:19](=[O:32])[C:20]([C:25]5[CH:30]=[CH:29][C:28]([OH:31])=[CH:27][CH:26]=5)=[CH:21][O:22]4)=[CH:17][CH:16]=3)[N:12]=2)[CH:7]=1.N1C=NN=N1.C(N(CC)[P:45]([O:51][C:52]([CH3:55])([CH3:54])[CH3:53])[O:46][C:47]([CH3:50])([CH3:49])[CH3:48])C, predict the reaction product. The product is: [C:52]([O:51][P:45]([O:46][C:47]([CH3:50])([CH3:49])[CH3:48])[O:31][C:28]1[CH:27]=[CH:26][C:25]([C:20]2[C:19](=[O:32])[C:18]3[C:23](=[CH:24][C:15]([O:14][CH2:13][C:11]4[N:12]=[C:8]([C:6]5[CH:7]=[C:2]([F:1])[CH:3]=[C:4]([C:33]([F:34])([F:36])[F:35])[CH:5]=5)[O:9][CH:10]=4)=[CH:16][CH:17]=3)[O:22][CH:21]=2)=[CH:30][CH:29]=1)([CH3:55])([CH3:54])[CH3:53].